Predict the reactants needed to synthesize the given product. From a dataset of Full USPTO retrosynthesis dataset with 1.9M reactions from patents (1976-2016). Given the product [C:1]([C:4]1[C:22](=[O:23])[C@@:8]2([CH3:24])[C:9]3[C:15]([OH:16])=[CH:14][C:13]([O:17][CH3:18])=[C:12]([C:19]([NH:21][CH2:37][C:32]4[C:33]5[C:28](=[C:27]([Cl:26])[CH:36]=[CH:35][CH:34]=5)[CH:29]=[CH:30][C:31]=4[CH3:39])=[O:20])[C:10]=3[O:11][C:7]2=[CH:6][C:5]=1[OH:25])(=[O:3])[CH3:2], predict the reactants needed to synthesize it. The reactants are: [C:1]([C:4]1[C:22](=[O:23])[C@@:8]2([CH3:24])[C:9]3[C:15]([OH:16])=[CH:14][C:13]([O:17][CH3:18])=[C:12]([C:19]([NH2:21])=[O:20])[C:10]=3[O:11][C:7]2=[CH:6][C:5]=1[OH:25])(=[O:3])[CH3:2].[Cl:26][C:27]1[CH:36]=[CH:35][CH:34]=[C:33]2[C:28]=1[CH:29]=[CH:30][C:31]([CH3:39])=[C:32]2[CH:37]=O.C([SiH](CC)CC)C.FC(F)(F)C(O)=O.